From a dataset of Forward reaction prediction with 1.9M reactions from USPTO patents (1976-2016). Predict the product of the given reaction. (1) Given the reactants C(OC([N:11]1[CH2:16][CH2:15][N:14]([CH:17]2[CH2:19][CH2:18]2)[CH2:13][CH:12]1[C:20]([N:22]1[CH2:27][CH2:26][N:25]([C:28]([NH:30][C:31]2[CH:36]=[CH:35][C:34]([Cl:37])=[C:33]([Cl:38])[CH:32]=2)=[O:29])[CH2:24][CH2:23]1)=[O:21])=O)C1C=CC=CC=1.C1(N2CCC[C@H](CN3CCN(C(OCC4C=CC=CC=4)=O)CC3)C2)CC1, predict the reaction product. The product is: [CH:17]1([N:14]2[CH2:15][CH2:16][NH:11][C@@H:12]([C:20]([N:22]3[CH2:23][CH2:24][N:25]([C:28]([NH:30][C:31]4[CH:36]=[CH:35][C:34]([Cl:37])=[C:33]([Cl:38])[CH:32]=4)=[O:29])[CH2:26][CH2:27]3)=[O:21])[CH2:13]2)[CH2:18][CH2:19]1. (2) The product is: [CH3:41][O:40][NH:39][C:38]([C:12]1[C:13](=[O:37])[C:14]2[CH:19]=[N:18][C:17]([NH:20][C:21]3[CH:22]=[CH:23][C:24]([CH:27]4[CH2:32][CH2:31][N:30]([CH2:33][C:34]([NH:47][S:44]([CH3:43])(=[O:46])=[O:45])=[O:35])[CH2:29][CH2:28]4)=[CH:25][CH:26]=3)=[N:16][C:15]=2[N:10]([C:6]2[CH:5]=[C:4]3[C:9](=[CH:8][CH:7]=2)[CH2:1][CH2:2][CH2:3]3)[CH:11]=1)=[O:42]. Given the reactants [CH2:1]1[C:9]2[C:4](=[CH:5][C:6]([N:10]3[C:15]4[N:16]=[C:17]([NH:20][C:21]5[CH:26]=[CH:25][C:24]([CH:27]6[CH2:32][CH2:31][N:30]([CH2:33][C:34](Cl)=[O:35])[CH2:29][CH2:28]6)=[CH:23][CH:22]=5)[N:18]=[CH:19][C:14]=4[C:13](=[O:37])[C:12]([C:38](=[O:42])[NH:39][O:40][CH3:41])=[CH:11]3)=[CH:7][CH:8]=2)[CH2:3][CH2:2]1.[CH3:43][S:44]([NH2:47])(=[O:46])=[O:45].C(N(CC)CC)C, predict the reaction product.